Dataset: Full USPTO retrosynthesis dataset with 1.9M reactions from patents (1976-2016). Task: Predict the reactants needed to synthesize the given product. (1) Given the product [N+:17]([C:14]1[CH:15]=[CH:16][C:11]([N:3]2[CH2:8][CH2:7][O:6][CH2:5][C:4]2=[O:9])=[C:12]([C:20]([F:21])([F:22])[F:23])[CH:13]=1)([O-:19])=[O:18], predict the reactants needed to synthesize it. The reactants are: [H-].[Na+].[NH:3]1[CH2:8][CH2:7][O:6][CH2:5][C:4]1=[O:9].F[C:11]1[CH:16]=[CH:15][C:14]([N+:17]([O-:19])=[O:18])=[CH:13][C:12]=1[C:20]([F:23])([F:22])[F:21]. (2) Given the product [C:23]([C:7]1[C:8]2[C:13](=[CH:12][CH:11]=[C:10]([O:16][C:17]3[CH:22]=[CH:21][CH:20]=[CH:19][CH:18]=3)[CH:9]=2)[C:14]([OH:15])=[C:5]([C:3]([NH:25][C@H:26]([C:31]2[CH:36]=[CH:35][CH:34]=[CH:33][C:32]=2[F:37])[CH2:27][C:28]([OH:30])=[O:29])=[O:4])[N:6]=1)#[N:24], predict the reactants needed to synthesize it. The reactants are: CO[C:3]([C:5]1[N:6]=[C:7]([C:23]#[N:24])[C:8]2[C:13]([C:14]=1[OH:15])=[CH:12][CH:11]=[C:10]([O:16][C:17]1[CH:22]=[CH:21][CH:20]=[CH:19][CH:18]=1)[CH:9]=2)=[O:4].[NH2:25][C@H:26]([C:31]1[CH:36]=[CH:35][CH:34]=[CH:33][C:32]=1[F:37])[CH2:27][C:28]([OH:30])=[O:29].C[O-].[Na+].Cl. (3) Given the product [Cl:17][C:18]1[CH:23]=[CH:22][C:21]([CH2:24][C:25]([NH:1][N:2]2[N:11]=[C:10]([C:12]([F:15])([F:13])[F:14])[C:9]3[C:4](=[CH:5][CH:6]=[CH:7][CH:8]=3)[C:3]2=[O:16])=[O:26])=[CH:20][C:19]=1[F:28], predict the reactants needed to synthesize it. The reactants are: [NH2:1][N:2]1[N:11]=[C:10]([C:12]([F:15])([F:14])[F:13])[C:9]2[C:4](=[CH:5][CH:6]=[CH:7][CH:8]=2)[C:3]1=[O:16].[Cl:17][C:18]1[CH:23]=[CH:22][C:21]([CH2:24][C:25](Cl)=[O:26])=[CH:20][C:19]=1[F:28].